Dataset: Forward reaction prediction with 1.9M reactions from USPTO patents (1976-2016). Task: Predict the product of the given reaction. (1) The product is: [CH3:40][C:38]([OH:41])([C:33]1[CH:34]=[CH:35][CH:36]=[CH:37][C:32]=1[CH2:31][CH2:30][C@@H:29]([S:1][CH2:2][C:3]1([CH2:6][C:7]([OH:9])=[O:8])[CH2:5][CH2:4]1)[C:25]1[CH:26]=[CH:27][CH:28]=[C:23](/[CH:22]=[CH:21]/[C:17]2[CH:16]=[CH:15][C:14]3[CH:13]=[CH:12][C:11]([Cl:10])=[CH:20][C:19]=3[N:18]=2)[CH:24]=1)[CH3:39]. Given the reactants [SH:1][CH2:2][C:3]1([CH2:6][C:7]([OH:9])=[O:8])[CH2:5][CH2:4]1.[Cl:10][C:11]1[CH:20]=[C:19]2[C:14]([CH:15]=[CH:16][C:17]([CH:21]=[CH:22][C:23]3[CH:24]=[C:25]([C@@H:29](OS(C)(=O)=O)[CH2:30][CH2:31][C:32]4[CH:37]=[CH:36][CH:35]=[CH:34][C:33]=4[C:38]([OH:41])([CH3:40])[CH3:39])[CH:26]=[CH:27][CH:28]=3)=[N:18]2)=[CH:13][CH:12]=1, predict the reaction product. (2) Given the reactants N1C2C=CC=CC=2N=N1.[CH3:10][O:11][C:12]1[CH:20]=[CH:19][CH:18]=[CH:17][C:13]=1[C:14](Cl)=[O:15].[C:21]([NH:24][C@@H:25]([CH2:29][SH:30])[C:26]([OH:28])=[O:27])(=[O:23])[CH3:22].CN1CCOCC1.C(O)(C(F)(F)F)=O, predict the reaction product. The product is: [C:21]([NH:24][C@@H:25]([CH2:29][S:30][C:14](=[O:15])[C:13]1[CH:17]=[CH:18][CH:19]=[CH:20][C:12]=1[O:11][CH3:10])[C:26]([OH:28])=[O:27])(=[O:23])[CH3:22]. (3) Given the reactants [N:1]1([CH2:6][CH2:7][OH:8])[CH2:5][CH2:4][CH2:3][CH2:2]1.F[C:10]1[CH:17]=[CH:16][C:15]([N+:18]([O-:20])=[O:19])=[CH:14][C:11]=1[C:12]#[N:13].[H-].[Na+], predict the reaction product. The product is: [N+:18]([C:15]1[CH:16]=[CH:17][C:10]([O:8][CH2:7][CH2:6][N:1]2[CH2:5][CH2:4][CH2:3][CH2:2]2)=[C:11]([CH:14]=1)[C:12]#[N:13])([O-:20])=[O:19]. (4) Given the reactants Br[CH2:2][C:3]1[CH:8]=[CH:7][CH:6]=[C:5]([Cl:9])[C:4]=1[F:10].[C-]#N.[K+].[OH-:14].[K+].CN([CH:19]=[O:20])C, predict the reaction product. The product is: [Cl:9][C:5]1[C:4]([F:10])=[C:3]([CH2:2][C:19]([OH:20])=[O:14])[CH:8]=[CH:7][CH:6]=1. (5) The product is: [CH3:55][O:56][C:57](=[O:64])[CH2:58][CH2:59][CH2:60][CH2:61][CH2:62][NH:63][C:21]([C:17]1[C:16]([CH3:24])=[C:15]([CH:14]=[N:13][N:12]=[C:5]2[C:4]3[C:8](=[CH:9][CH:10]=[C:2]([F:1])[CH:3]=3)[NH:7][C:6]2=[O:11])[NH:19][C:18]=1[CH3:20])=[O:22]. Given the reactants [F:1][C:2]1[CH:3]=[C:4]2[C:8](=[CH:9][CH:10]=1)[NH:7][C:6](=[O:11])[C:5]2=[N:12][N:13]=[CH:14][C:15]1[NH:19][C:18]([CH3:20])=[C:17]([C:21](O)=[O:22])[C:16]=1[CH3:24].Cl.C(N=C=NCCCN(C)C)C.OC1C2N=NNC=2C=CC=1.C(N(CC)CC)C.Cl.[CH3:55][O:56][C:57](=[O:64])[CH2:58][CH2:59][CH2:60][CH2:61][CH2:62][NH2:63], predict the reaction product. (6) Given the reactants [F:1][C:2]1[CH:3]=[CH:4][C:5]([S:10][CH3:11])=[C:6]([CH2:8][NH2:9])[CH:7]=1.[NH2:12][C:13]1[CH:21]=[CH:20][C:19]([C:22]([F:25])([F:24])[F:23])=[CH:18][C:14]=1[C:15](O)=[O:16].N[C:27]1C(Br)=CC(C(F)(F)F)=CC=1C(NCC1C=C(Cl)C=CC=1SCC)=O.C1C=CC2N(O)N=NC=2C=1, predict the reaction product. The product is: [F:1][C:2]1[CH:3]=[CH:4][C:5]([S:10][CH3:11])=[C:6]([CH2:8][N:9]2[C:15](=[O:16])[C:14]3[C:13](=[CH:21][CH:20]=[C:19]([C:22]([F:25])([F:24])[F:23])[CH:18]=3)[N:12]=[CH:27]2)[CH:7]=1.